Task: Predict the reactants needed to synthesize the given product.. Dataset: Full USPTO retrosynthesis dataset with 1.9M reactions from patents (1976-2016) (1) Given the product [ClH:48].[OH:5][CH2:6][CH2:7][CH2:8][C:9]1[CH:14]=[CH:13][C:12]([O:15][CH3:16])=[CH:11][C:10]=1[NH:17][C:18]1[C:27]([NH:28][S:29]([CH:32]2[CH2:33][CH2:34][NH:35][CH2:36][CH2:37]2)(=[O:30])=[O:31])=[N:26][C:25]2[C:20]([N:19]=1)=[CH:21][CH:22]=[CH:23][CH:24]=2, predict the reactants needed to synthesize it. The reactants are: FC(F)(F)C([O:5][CH2:6][CH2:7][CH2:8][C:9]1[CH:14]=[CH:13][C:12]([O:15][CH3:16])=[CH:11][C:10]=1[NH:17][C:18]1[C:27]([NH:28][S:29]([CH:32]2[CH2:37][CH2:36][NH:35][CH2:34][CH2:33]2)(=[O:31])=[O:30])=[N:26][C:25]2[C:20](=[CH:21][CH:22]=[CH:23][CH:24]=2)[N:19]=1)=O.[OH-].[K+].CCOC(C)=O.[ClH:48]. (2) The reactants are: C[Al](C)C.[NH:5]1[CH2:10][CH2:9][CH2:8][CH2:7][CH2:6]1.C([O:13][C:14](=O)[C:15]1[CH:20]=[CH:19][C:18]([OH:21])=[CH:17][CH:16]=1)C.Cl. Given the product [OH:21][C:18]1[CH:19]=[CH:20][C:15]([C:14]([N:5]2[CH2:10][CH2:9][CH2:8][CH2:7][CH2:6]2)=[O:13])=[CH:16][CH:17]=1, predict the reactants needed to synthesize it.